Dataset: NCI-60 drug combinations with 297,098 pairs across 59 cell lines. Task: Regression. Given two drug SMILES strings and cell line genomic features, predict the synergy score measuring deviation from expected non-interaction effect. (1) Drug 1: C1=CC(=CC=C1CCC2=CNC3=C2C(=O)NC(=N3)N)C(=O)NC(CCC(=O)O)C(=O)O. Drug 2: CN(CCCl)CCCl.Cl. Cell line: RXF 393. Synergy scores: CSS=18.7, Synergy_ZIP=-1.88, Synergy_Bliss=-1.09, Synergy_Loewe=2.08, Synergy_HSA=2.89. (2) Drug 1: C1=NC2=C(N1)C(=S)N=C(N2)N. Drug 2: C1C(C(OC1N2C=C(C(=O)NC2=O)F)CO)O. Cell line: BT-549. Synergy scores: CSS=15.5, Synergy_ZIP=-14.0, Synergy_Bliss=-15.7, Synergy_Loewe=-11.7, Synergy_HSA=-11.0. (3) Drug 1: CN(C(=O)NC(C=O)C(C(C(CO)O)O)O)N=O. Drug 2: CC1C(C(CC(O1)OC2CC(CC3=C2C(=C4C(=C3O)C(=O)C5=CC=CC=C5C4=O)O)(C(=O)C)O)N)O. Cell line: RPMI-8226. Synergy scores: CSS=44.2, Synergy_ZIP=-0.0143, Synergy_Bliss=-2.27, Synergy_Loewe=-4.98, Synergy_HSA=0.591. (4) Drug 1: CC12CCC(CC1=CCC3C2CCC4(C3CC=C4C5=CN=CC=C5)C)O. Drug 2: CCC1=CC2CC(C3=C(CN(C2)C1)C4=CC=CC=C4N3)(C5=C(C=C6C(=C5)C78CCN9C7C(C=CC9)(C(C(C8N6C)(C(=O)OC)O)OC(=O)C)CC)OC)C(=O)OC.C(C(C(=O)O)O)(C(=O)O)O. Cell line: NCI-H226. Synergy scores: CSS=40.8, Synergy_ZIP=6.10, Synergy_Bliss=6.15, Synergy_Loewe=-5.63, Synergy_HSA=5.34. (5) Drug 1: C1=CC(=C2C(=C1NCCNCCO)C(=O)C3=C(C=CC(=C3C2=O)O)O)NCCNCCO. Drug 2: CN(C)C1=NC(=NC(=N1)N(C)C)N(C)C. Cell line: RPMI-8226. Synergy scores: CSS=41.2, Synergy_ZIP=7.33, Synergy_Bliss=3.80, Synergy_Loewe=-38.9, Synergy_HSA=-1.77. (6) Drug 1: CC1C(C(CC(O1)OC2CC(CC3=C2C(=C4C(=C3O)C(=O)C5=C(C4=O)C(=CC=C5)OC)O)(C(=O)CO)O)N)O.Cl. Drug 2: CC1CCCC2(C(O2)CC(NC(=O)CC(C(C(=O)C(C1O)C)(C)C)O)C(=CC3=CSC(=N3)C)C)C. Cell line: ACHN. Synergy scores: CSS=31.1, Synergy_ZIP=0.821, Synergy_Bliss=-0.426, Synergy_Loewe=-21.8, Synergy_HSA=-0.969. (7) Drug 1: CC1C(C(=O)NC(C(=O)N2CCCC2C(=O)N(CC(=O)N(C(C(=O)O1)C(C)C)C)C)C(C)C)NC(=O)C3=C4C(=C(C=C3)C)OC5=C(C(=O)C(=C(C5=N4)C(=O)NC6C(OC(=O)C(N(C(=O)CN(C(=O)C7CCCN7C(=O)C(NC6=O)C(C)C)C)C)C(C)C)C)N)C. Drug 2: C1CC(=O)NC(=O)C1N2C(=O)C3=CC=CC=C3C2=O. Cell line: SF-268. Synergy scores: CSS=22.8, Synergy_ZIP=0.307, Synergy_Bliss=4.28, Synergy_Loewe=-15.4, Synergy_HSA=2.49. (8) Drug 1: C1=CC(=CC=C1CCC2=CNC3=C2C(=O)NC(=N3)N)C(=O)NC(CCC(=O)O)C(=O)O. Drug 2: C1=CC(=CC=C1CC(C(=O)O)N)N(CCCl)CCCl.Cl. Cell line: CCRF-CEM. Synergy scores: CSS=75.3, Synergy_ZIP=2.54, Synergy_Bliss=0.310, Synergy_Loewe=-3.33, Synergy_HSA=1.29. (9) Drug 1: C1=NC2=C(N=C(N=C2N1C3C(C(C(O3)CO)O)F)Cl)N. Drug 2: C1C(C(OC1N2C=NC(=NC2=O)N)CO)O. Cell line: KM12. Synergy scores: CSS=24.1, Synergy_ZIP=-8.97, Synergy_Bliss=-2.60, Synergy_Loewe=3.87, Synergy_HSA=4.30.